This data is from Forward reaction prediction with 1.9M reactions from USPTO patents (1976-2016). The task is: Predict the product of the given reaction. The product is: [F:1][C:2]1[CH:3]=[CH:4][C:5]([C:6]([N:8]2[CH2:13][CH2:12][CH2:11][CH:10]([C:14]([OH:16])=[O:15])[CH2:9]2)=[O:7])=[CH:19][CH:20]=1. Given the reactants [F:1][C:2]1[CH:20]=[CH:19][C:5]([C:6]([N:8]2[CH2:13][CH2:12][CH2:11][CH:10]([C:14]([O:16]CC)=[O:15])[CH2:9]2)=[O:7])=[CH:4][CH:3]=1.[OH-].[K+], predict the reaction product.